The task is: Predict which catalyst facilitates the given reaction.. This data is from Catalyst prediction with 721,799 reactions and 888 catalyst types from USPTO. (1) Reactant: [CH3:1][O:2][C:3]1[CH:17]=[CH:16][C:6]([CH:7]=[C:8](CC(O)=O)[C:9]([OH:11])=[O:10])=[CH:5][CH:4]=1.N.[CH:19]1C=CC2N(O)N=NC=2C=1.CCN=C=NCCCN(C)C.C[N:41]([CH:43]=[O:44])C. Product: [C:43](/[C:8](=[C:7](/[CH3:19])\[C:6]1[CH:5]=[CH:4][C:3]([O:2][CH3:1])=[CH:17][CH:16]=1)/[C:9]([OH:11])=[O:10])(=[O:44])[NH2:41]. The catalyst class is: 6. (2) Reactant: Cl.[C:2]([OH:5])(=[O:4])[CH3:3].C[CH:7](C)[CH2:8][N:9]([CH2:23][C:24]1[CH:29]=[CH:28][CH:27]=[CH:26][C:25]=1[C:30]([F:33])([F:32])[F:31])[CH:10]1[CH2:15][CH2:14][N:13](C([O:18][C:19]([CH3:22])(C)C)=O)[CH2:12][CH2:11]1.[O:35]1CCOC[CH2:36]1. Product: [C:19]([OH:18])(=[O:35])/[CH:22]=[CH:3]/[C:2]([OH:5])=[O:4].[CH3:36][CH:8]([N:9]([CH2:23][C:24]1[CH:29]=[CH:28][CH:27]=[CH:26][C:25]=1[C:30]([F:32])([F:31])[F:33])[CH:10]1[CH2:11][CH2:12][NH:13][CH2:14][CH2:15]1)[CH3:7]. The catalyst class is: 8.